Task: Predict the product of the given reaction.. Dataset: Forward reaction prediction with 1.9M reactions from USPTO patents (1976-2016) (1) Given the reactants C(OC(=O)[NH:7][CH:8]([C:13]1[CH:18]=[CH:17][C:16]([O:19][C:20]([F:23])([F:22])[F:21])=[CH:15][CH:14]=1)[CH2:9][C:10]([NH2:12])=[O:11])(C)(C)C.[ClH:25].C(OCC)(=O)C, predict the reaction product. The product is: [ClH:25].[NH2:7][CH:8]([C:13]1[CH:14]=[CH:15][C:16]([O:19][C:20]([F:21])([F:22])[F:23])=[CH:17][CH:18]=1)[CH2:9][C:10]([NH2:12])=[O:11]. (2) Given the reactants C1(C2N=NC(NNC(=O)CC3C=C4C(=CC=3)N=CC=C4)=NC=2)C=CC=CC=1.[CH2:28]([C:31]1[C:35]([C:36]2[N:41]=[N:40][C:39]([NH:42][NH:43][C:44](=O)[CH2:45][C:46]3[C:54]4[C:49](=[CH:50][CH:51]=[CH:52][CH:53]=4)[NH:48][CH:47]=3)=[N:38][CH:37]=2)=[CH:34][NH:33][N:32]=1)[CH2:29][CH3:30], predict the reaction product. The product is: [NH:48]1[C:49]2[C:54](=[CH:53][CH:52]=[CH:51][CH:50]=2)[C:46]([CH2:45][C:44]2[N:40]3[N:41]=[C:36]([C:35]4[C:31]([CH2:28][CH2:29][CH3:30])=[N:32][NH:33][CH:34]=4)[CH:37]=[N:38][C:39]3=[N:42][N:43]=2)=[CH:47]1. (3) Given the reactants N#N.N[C:4]1[CH:5]=[C:6]([CH:11]=[CH:12][C:13]=1[F:14])[C:7]([O:9][CH3:10])=[O:8].C=O.[BH3-][C:18]#[N:19].[Na+].[C:21]([O-])([O-])=O.[Na+].[Na+], predict the reaction product. The product is: [CH3:21][N:19]([CH3:18])[C:4]1[CH:5]=[C:6]([CH:11]=[CH:12][C:13]=1[F:14])[C:7]([O:9][CH3:10])=[O:8]. (4) Given the reactants [OH:1][CH2:2][C:3]#[C:4][C:5]1[S:6][C:7]([C:31]2[CH:32]=[C:33]([CH3:37])[CH:34]=[CH:35][CH:36]=2)=[C:8]([C:10]([N:12]2[CH2:17][C@@H:16]3[C@@H:14]([CH2:15]3)[C@H:13]2[CH2:18][NH:19][C:20]([C:22]2[N:29]3[C:25]([S:26][CH:27]=[CH:28]3)=[N:24][C:23]=2[CH3:30])=[O:21])=[O:11])[N:9]=1, predict the reaction product. The product is: [OH:1][CH2:2][CH2:3][CH2:4][C:5]1[S:6][C:7]([C:31]2[CH:32]=[C:33]([CH3:37])[CH:34]=[CH:35][CH:36]=2)=[C:8]([C:10]([N:12]2[CH2:17][C@@H:16]3[C@@H:14]([CH2:15]3)[C@H:13]2[CH2:18][NH:19][C:20]([C:22]2[N:29]3[C:25]([S:26][CH:27]=[CH:28]3)=[N:24][C:23]=2[CH3:30])=[O:21])=[O:11])[N:9]=1. (5) Given the reactants [CH2:1]([C:3]1[S:42][C:6]2[N:7]([CH2:23][C:24]3[CH:29]=[CH:28][C:27]([C:30]4[CH:35]=[CH:34][CH:33]=[CH:32][C:31]=4[C:36]4[NH:40][C:39](=[O:41])[O:38][N:37]=4)=[CH:26][CH:25]=3)[C:8](=[O:22])[N:9]([CH2:12][C:13]([C:15]3[CH:20]=[CH:19][C:18]([F:21])=[CH:17][CH:16]=3)=O)[C:10](=[O:11])[C:5]=2[CH:4]=1)[CH3:2].Cl.[NH2:44][O:45][CH3:46].N1C=CC=CC=1.Cl, predict the reaction product. The product is: [CH2:1]([C:3]1[S:42][C:6]2[N:7]([CH2:23][C:24]3[CH:25]=[CH:26][C:27]([C:30]4[CH:35]=[CH:34][CH:33]=[CH:32][C:31]=4[C:36]4[NH:40][C:39](=[O:41])[O:38][N:37]=4)=[CH:28][CH:29]=3)[C:8](=[O:22])[N:9]([CH2:12][C:13]([C:15]3[CH:20]=[CH:19][C:18]([F:21])=[CH:17][CH:16]=3)=[N:44][O:45][CH3:46])[C:10](=[O:11])[C:5]=2[CH:4]=1)[CH3:2]. (6) Given the reactants [F:1][C:2]1[CH:24]=[CH:23][C:5]([O:6][C:7]2[CH:12]=[CH:11][C:10]([C:13]3[CH:14]=[C:15]([CH:19]=[C:20]([CH3:22])[N:21]=3)[C:16](O)=[O:17])=[CH:9][CH:8]=2)=[CH:4][CH:3]=1.ON1C2C=CC=CC=2N=N1.[O:35]1[CH2:40][CH2:39][N:38]([CH2:41][CH2:42][NH2:43])[CH2:37][CH2:36]1, predict the reaction product. The product is: [F:1][C:2]1[CH:3]=[CH:4][C:5]([O:6][C:7]2[CH:12]=[CH:11][C:10]([C:13]3[CH:14]=[C:15]([CH:19]=[C:20]([CH3:22])[N:21]=3)[C:16]([NH:43][CH2:42][CH2:41][N:38]3[CH2:39][CH2:40][O:35][CH2:36][CH2:37]3)=[O:17])=[CH:9][CH:8]=2)=[CH:23][CH:24]=1. (7) Given the reactants [O:1]=[C:2]1[C:11]2[C:6](=[CH:7][CH:8]=[CH:9][CH:10]=2)[C:5](=O)[CH:4]=[C:3]1[S:13][CH2:14][C:15]([O:17][CH2:18][CH3:19])=[O:16].[S:20]1[CH:24]=[CH:23][CH:22]=[C:21]1[S:25]([NH2:28])(=[O:27])=[O:26], predict the reaction product. The product is: [O:1]=[C:2]1[C:11]2[C:6](=[CH:7][CH:8]=[CH:9][CH:10]=2)[C:5](=[N:28][S:25]([C:21]2[S:20][CH:24]=[CH:23][CH:22]=2)(=[O:27])=[O:26])[CH:4]=[C:3]1[S:13][CH2:14][C:15]([O:17][CH2:18][CH3:19])=[O:16].